Dataset: Forward reaction prediction with 1.9M reactions from USPTO patents (1976-2016). Task: Predict the product of the given reaction. (1) Given the reactants Br[C:2]1[CH:3]=[N:4][C:5]2[N:6]([N:8]=[C:9]([C:11]([CH3:14])([CH3:13])[CH3:12])[CH:10]=2)[CH:7]=1.[C:15]([C:17]1[CH:23]=[CH:22][CH:21]=[CH:20][C:18]=1[NH2:19])#[CH:16], predict the reaction product. The product is: [C:11]([C:9]1[CH:10]=[C:5]2[N:4]=[CH:3][C:2]([C:16]#[C:15][C:17]3[CH:23]=[CH:22][CH:21]=[CH:20][C:18]=3[NH2:19])=[CH:7][N:6]2[N:8]=1)([CH3:14])([CH3:13])[CH3:12]. (2) Given the reactants N[C@H](C(O)=O)CC1C2C(=CC=CC=2)NC=1.C1C=NC=C(C(O)=O)C=1.[CH3:25][C:26]1N=C[C:29]([CH2:32]O)=[C:28]([CH2:34][OH:35])[C:27]=1[OH:36].Cl.[OH:38][CH2:39][C:40]([C@H:42]([C@@H:44]([C@@H:46]([CH2:48][OH:49])[OH:47])[OH:45])[OH:43])=O.OC1[C@@H]([C@@H](O)CO)OC(=O)C=1O, predict the reaction product. The product is: [CH:32]1[CH:25]=[CH:26][C:27]([O:36][C@@H:48]2[O:49][C@H:40]([CH2:39][OH:38])[C@@H:42]([OH:43])[C@H:44]([OH:45])[C@H:46]2[OH:47])=[C:28]([CH2:34][OH:35])[CH:29]=1.